Task: Binary Classification. Given a miRNA mature sequence and a target amino acid sequence, predict their likelihood of interaction.. Dataset: Experimentally validated miRNA-target interactions with 360,000+ pairs, plus equal number of negative samples (1) The miRNA is hsa-miR-4687-3p with sequence UGGCUGUUGGAGGGGGCAGGC. The protein sequence of the target gene is MSETSCSFFIEKEFQDGQLENVSAGLSSSYKDKGALMAFRGIPISELTNHGILQALTAETNGWQPGVVSEEVLRAQEEWEVVDTIHPDIESGVHCQQPGQLISFNEALEHFQSVDLSSFKKRIQPTIQRTGLAALRHCLFGPPKLHQGLREERDLVLTIAQCGLDSQNPTHGRVLQTIYKKLTGSKFDCALHGDHWEDLGFQGANPATDLRGAGFLALLHLLYLVMDSKTFLMAQEIFRLSHHHIQQFPFCLMSVNITRIAIQALREECLSRECNRRQKVIPVVNSFYAATFLHLARVWR.... Result: 0 (no interaction). (2) The miRNA is hsa-miR-4655-3p with sequence ACCCUCGUCAGGUCCCCGGGG. The protein sequence of the target gene is MATEEFIIRIPPYHYIHVLDQNSNVSRVEVGPKTYIRQDNERVLFAPMRMVTVPPRHYCTVANPVSRDAQGLVLFDVTGQVRLRHADLEIRLAQDPFPLYPGEVLEKDITPLQVVLPNTALHLKALLDFEDKDGDKVVAGDEWLFEGPGTYIPRKEVEVVEIIQATIIRQNQALRLRARKECWDRDGKERVTGEEWLVTTVGAYLPAVFEEVLDLVDAVILTEKTALHLRARRNFRDFRGVSRRTGEEWLVTVQDTEAHVPDVHEEVLGVVPITTLGPHNYCVILDPVGPDGKNQLGQKR.... Result: 0 (no interaction). (3) The miRNA is mmu-miR-741-3p with sequence UGAGAGAUGCCAUUCUAUGUAGA. The protein sequence of the target gene is MENPRCPRRPLAEKKARSLDRPQAPGKGSESWDCHWLSLPTAPSRKALHWTTSDWARHSDSPAPSAEAHCTTAAAPTPEETGDFLPSEQRPSQDTKKGWLKTMLNFFVRTGPEEPREKASRRPRGKEGISQHPEPLEAAGEPALRKKAHHDKKPSRKKQGHKKHAAEVTKAAQDQEARGREEGLSKAAAALRSGEADLGPARRGGEDSDHQSFLIKVDGTGALDVSPHATGHQQEEELKKPDQDAIIQMIVELLKRVGDQWEEEQSLASQLGVALPNPAPAVRKKSQEKKTSLKRTSKTN.... Result: 0 (no interaction). (4) The miRNA is hsa-miR-491-5p with sequence AGUGGGGAACCCUUCCAUGAGG. The protein sequence of the target gene is MKVLDQSLLWMLLPFFHLIASAAEHEEVAKHAIKLHRGKGATATQRKQWALDSCRRLTGLLRQKNVVLNKLKNAIRAVEKDTSLSGEEKLFQVHTFEIFQKELNESENSIFQAIYGLQRALQGDYRDVVNMKESSKQRLEALREAAIKEETEYVELLAAEKHQVEALKNMQHQNKSLSMLDEILEDVRKAADRLEEEIEEHAFDDNKSVKGVNFEAVLRVEEEEASSKQNMTKREVEDGLGLSMLIDSQNNQYILTKPRDSTIPRADHHFIKDIVTIGMLSLPCGWLCTAIGLPTMFGYI.... Result: 0 (no interaction). (5) The miRNA is hsa-miR-4287 with sequence UCUCCCUUGAGGGCACUUU. The protein sequence of the target gene is MSCCDLAAAGQLGKAGIMASDCEPALNQAESRNPTLERYLGALREAKNDSEQFAALLLVTKAVKAGDIDAKTRRRIFDAVGFTFPNRLLTTKEAPDGCPDHVLRALGVALLACFCSDPELASHPQVLNKIPILSTFLTARGDPDDAARRSMIDDTYQCLTAVAGTPRGPRHLIAGGTVSALCQAYLGHGYGFDQALALLVGLLAAAETQCWKEAEPDLLAVLRGLSEDFQRAEDASKFELCQLLPLFLPPTTVPPECHRDLQAGLARILGSKLSSWQRNPALKLAARLAHACGSDWIPVG.... Result: 0 (no interaction). (6) The miRNA is hsa-miR-548i with sequence AAAAGUAAUUGCGGAUUUUGCC. The protein sequence of the target gene is MGLLGILCFLIFLGKTWGQEQTYVISAPKIFRVGASENIVIQVYGYTEAFDATISIKSYPDKKFSYSSGHVHLSSENKFQNSAILTIQPKQLPGGQNPVSYVYLEVVSKHFSKSKRMPITYDNGFLFIHTDKPVYTPDQSVKVRVYSLNDDLKPAKRETVLTFIDPEGSEVDMVEEIDHIGIISFPDFKIPSNPRYGMWTIKAKYKEDFSTTGTAYFEVKEYVLPHFSVSIEPEYNFIGYKNFKNFEITIKARYFYNKVVTEADVYITFGIREDLKDDQKEMMQTAMQNTMLINGIAQVT.... Result: 0 (no interaction). (7) The miRNA is mmu-miR-145b with sequence GUCCAGUUUUCCCAGGAGACU. The protein sequence of the target gene is MSTLCPPPSPAVAKTEIALSGKSPLLAATFAYWDNILGPRVRHIWAPKTEQVLLSDGEITFLANHTLNGEILRNAESGAIDVKFFVLSEKGVIIVSLIFDGNWNGDRSTYGLSIILPQTELSFYLPLHRVCVDRLTHIIRKGRIWMHKERQENVQKIILEGTERMEDQGQSIIPMLTGEVIPVMELLSSMKSHSVPEEIDIADTVLNDDDIGDSCHEGFLLNAISSHLQTCGCSVVVGSSAEKVNKIVRTLCLFLTPAERKCSRLCEAESSFKYESGLFVQGLLKDSTGSFVLPFRQVMY.... Result: 0 (no interaction). (8) The miRNA is hsa-miR-3675-3p with sequence CAUCUCUAAGGAACUCCCCCAA. The protein sequence of the target gene is MSSSYYVNALFSKYTAGASLFQNAEPTSCSFAPNSQRSGYGPGAGAFASTVPGLYNVNSPLYQSPFASGYGLGADAYNLPCASYDQNIPGLCSDLAKGACDKADEGVLHGPAEASFRIYPWMRSSGPDRKRGRQTYTRYQTLELEKEFHFNRYLTRRRRIEIAHALCLTERQIKIWFQNRRMKWKKEHKDESQAPTAAPEDAVPSVSTAADKADEEEEEEEEEEEEEEE. Result: 0 (no interaction). (9) The miRNA is mmu-miR-2136 with sequence CUGGGUGUUGACUGAGAUGUG. The protein sequence of the target gene is MLRQCARWVLTRTRFGRGCRRYGSCSPSASGDAGEARAYFTTPIFYVNAAPHIGHLYSALLADALCRHRRLRVPGSASTRFSTGTDEHGLKIQQAAATAGLAPIELCDRVSAQFLQLFREADISSTDFIRTTEARHRVAVQHFWGVLEARGLLYKGIYEGWYCASDECFLPEAKVTRQVGPSGDPCPVSLESGHPVSWTKEENYIFKLSQFREPLQRWLGNNPQAITPEPFHQAVLQWLEEELPDLSVSRRSSHLHWGIPVPGDDSQTIYVWLDALVNYLTVVGYPDADFKSWWPATSHI.... Result: 0 (no interaction).